This data is from Full USPTO retrosynthesis dataset with 1.9M reactions from patents (1976-2016). The task is: Predict the reactants needed to synthesize the given product. (1) Given the product [CH2:1]([O:3][C:4]([C:6]1[S:14][C:13]2[C:12]([F:15])=[CH:11][N:10]=[CH:9][C:8]=2[C:7]=1[NH:16][C:19]1[CH:20]=[CH:21][C:22]([Si:24]([CH3:26])([CH3:25])[CH3:27])=[CH:23][C:18]=1[F:17])=[O:5])[CH3:2], predict the reactants needed to synthesize it. The reactants are: [CH2:1]([O:3][C:4]([C:6]1[S:14][C:13]2[C:12]([F:15])=[CH:11][N:10]=[CH:9][C:8]=2[C:7]=1[NH2:16])=[O:5])[CH3:2].[F:17][C:18]1[CH:23]=[C:22]([Si:24]([CH3:27])([CH3:26])[CH3:25])[CH:21]=[CH:20][C:19]=1OS(C(F)(F)F)(=O)=O.CC1(C)C2C(=C(P(C3C=CC=CC=3)C3C=CC=CC=3)C=CC=2)OC2C(P(C3C=CC=CC=3)C3C=CC=CC=3)=CC=CC1=2.C([O-])([O-])=O.[Cs+].[Cs+]. (2) Given the product [CH3:10][O:5][CH2:4][C:3]1[CH:6]=[CH:7][CH:8]=[CH:9][C:2]=1[OH:1], predict the reactants needed to synthesize it. The reactants are: [OH:1][C:2]1[CH:9]=[CH:8][CH:7]=[CH:6][C:3]=1[CH2:4][OH:5].[CH3:10]O. (3) Given the product [CH2:19]([CH:3]([CH2:1][CH3:2])[CH:4]([C:5]1[CH:6]=[CH:7][C:8]([NH:11][C:12]2[S:13][C:23]3[CH:24]=[CH:25][CH:26]=[CH:27][C:22]=3[N:21]=2)=[CH:9][CH:10]=1)[N:14]1[CH:18]=[N:17][CH:16]=[N:15]1)[CH3:20], predict the reactants needed to synthesize it. The reactants are: [CH2:1]([CH:3]([CH2:19][CH3:20])[CH:4]([N:14]1[CH:18]=[N:17][CH:16]=[N:15]1)[C:5]1[CH:10]=[CH:9][C:8]([N:11]=[C:12]=[S:13])=[CH:7][CH:6]=1)[CH3:2].[NH2:21][C:22]1[CH:27]=[CH:26][CH:25]=[CH:24][C:23]=1S.O. (4) Given the product [C:23]([NH:22][CH2:21][CH2:20][CH:17]1[CH2:18][CH2:19][N:14]([C:2]2[C:3]3[S:10][C:9]([C:11]([NH2:13])=[O:12])=[CH:8][C:4]=3[N:5]=[CH:6][N:7]=2)[CH2:15][CH2:16]1)(=[O:28])[C:24]([CH3:26])([CH3:27])[CH3:25], predict the reactants needed to synthesize it. The reactants are: Cl[C:2]1[C:3]2[S:10][C:9]([C:11]([NH2:13])=[O:12])=[CH:8][C:4]=2[N:5]=[CH:6][N:7]=1.[NH:14]1[CH2:19][CH2:18][CH:17]([CH2:20][CH2:21][NH:22][C:23](=[O:28])[C:24]([CH3:27])([CH3:26])[CH3:25])[CH2:16][CH2:15]1.CCN(C(C)C)C(C)C. (5) Given the product [N:8]1[O:9][N:10]=[C:6]2[CH:5]=[C:4]([CH2:1][CH:2]=[O:19])[CH:12]=[CH:11][C:7]=12, predict the reactants needed to synthesize it. The reactants are: [CH2:1]([C:4]1[CH:12]=[CH:11][C:7]2=[N:8][O:9][N:10]=[C:6]2[CH:5]=1)[CH:2]=C.CO.C[N+]1([O-])CC[O:19]CC1.I([O-])(=O)(=O)=O.[Na+]. (6) Given the product [CH2:19]([NH:23][C:15]([NH:1][C:2]1[CH:9]=[CH:8][CH:7]=[C:4]([C:5]#[N:6])[CH:3]=1)=[S:16])[CH2:20][CH2:21][CH3:22], predict the reactants needed to synthesize it. The reactants are: [NH2:1][C:2]1[CH:3]=[C:4]([CH:7]=[CH:8][CH:9]=1)[C:5]#[N:6].C(=O)(O)[O-].[Na+].[C:15](Cl)(Cl)=[S:16].[CH2:19]([NH2:23])[CH2:20][CH2:21][CH3:22].